Predict the product of the given reaction. From a dataset of Forward reaction prediction with 1.9M reactions from USPTO patents (1976-2016). (1) Given the reactants CC(=C(C)C)C.[F:7][C:8]([F:51])([F:50])[C:9]1[CH:10]=[C:11]([C@H:19]([O:21][C@H:22]2[CH2:26][N:25]([C:27]([O:29][C:30]([CH3:33])([CH3:32])[CH3:31])=[O:28])[C@@H:24]([C:34]([C:39]([O:41][CH3:42])=[O:40])([CH3:38])[CH2:35][CH:36]=[CH2:37])[C@@H:23]2[C:43]2[CH:48]=[CH:47][C:46]([F:49])=[CH:45][CH:44]=2)[CH3:20])[CH:12]=[C:13]([C:15]([F:18])([F:17])[F:16])[CH:14]=1.[OH:52]O.[OH-].[Na+], predict the reaction product. The product is: [F:18][C:15]([F:16])([F:17])[C:13]1[CH:12]=[C:11]([C@H:19]([O:21][C@H:22]2[CH2:26][N:25]([C:27]([O:29][C:30]([CH3:32])([CH3:31])[CH3:33])=[O:28])[C@@H:24]([C:34]([C:39]([O:41][CH3:42])=[O:40])([CH3:38])[CH2:35][CH2:36][CH2:37][OH:52])[C@@H:23]2[C:43]2[CH:48]=[CH:47][C:46]([F:49])=[CH:45][CH:44]=2)[CH3:20])[CH:10]=[C:9]([C:8]([F:7])([F:50])[F:51])[CH:14]=1. (2) Given the reactants [CH3:1][N:2]1[CH2:8][CH2:7][CH2:6][NH:5][CH2:4][CH2:3]1.[Br:9][C:10]1[CH:18]=[CH:17][C:13]([C:14]([OH:16])=O)=[C:12]([F:19])[CH:11]=1, predict the reaction product. The product is: [Br:9][C:10]1[CH:18]=[CH:17][C:13]([C:14]([N:5]2[CH2:6][CH2:7][CH2:8][N:2]([CH3:1])[CH2:3][CH2:4]2)=[O:16])=[C:12]([F:19])[CH:11]=1. (3) Given the reactants O.[CH3:2][N:3]1[C:8](=[O:9])[CH2:7][C:6](=O)[NH:5][C:4]1=[O:11].O=P(Cl)(Cl)[Cl:14], predict the reaction product. The product is: [Cl:14][C:6]1[NH:5][C:4](=[O:11])[N:3]([CH3:2])[C:8](=[O:9])[CH:7]=1. (4) Given the reactants NC1C=CC(OCCCC[Si](C)(C)O[Si](C)(C)O[Si](C)(C)O[Si](CCCCOC2C=CC(N)=CC=2)(C)C)=CC=1.[N+:40]([C:43]1[CH:74]=[CH:73][C:46]([O:47][CH2:48][CH2:49][CH2:50][CH2:51][Si:52]([CH3:72])([CH3:71])[O:53][Si:54]([CH2:57][CH2:58][CH2:59][CH2:60][O:61][C:62]2[CH:67]=[CH:66][C:65]([N+:68]([O-])=O)=[CH:64][CH:63]=2)([CH3:56])[CH3:55])=[CH:45][CH:44]=1)([O-])=O, predict the reaction product. The product is: [NH2:40][C:43]1[CH:74]=[CH:73][C:46]([O:47][CH2:48][CH2:49][CH2:50][CH2:51][Si:52]([CH3:72])([CH3:71])[O:53][Si:54]([CH2:57][CH2:58][CH2:59][CH2:60][O:61][C:62]2[CH:63]=[CH:64][C:65]([NH2:68])=[CH:66][CH:67]=2)([CH3:55])[CH3:56])=[CH:45][CH:44]=1. (5) Given the reactants [F:1][C:2]1[CH:7]=[CH:6][C:5]([S:8](Cl)(=[O:10])=[O:9])=[CH:4][CH:3]=1.[CH3:12][NH:13][CH3:14], predict the reaction product. The product is: [F:1][C:2]1[CH:7]=[CH:6][C:5]([S:8]([N:13]([CH3:14])[CH3:12])(=[O:10])=[O:9])=[CH:4][CH:3]=1. (6) Given the reactants C([O:8][C:9]1[C:18](=[O:19])[N:17]2[C:12]([C:13]([CH3:21])([CH3:20])[O:14][CH2:15][CH2:16]2)=[N:11][C:10]=1[C:22](=S)[NH:23][CH3:24])C1C=CC=CC=1.CI.[F:28][C:29]1[CH:34]=[CH:33][C:32]([CH2:35][C:36]([NH:38][NH2:39])=O)=[CH:31][CH:30]=1.CN(C=O)C, predict the reaction product. The product is: [F:28][C:29]1[CH:30]=[CH:31][C:32]([CH2:35][C:36]2[N:23]([CH3:24])[C:22]([C:10]3[N:11]=[C:12]4[N:17]([C:18](=[O:19])[C:9]=3[OH:8])[CH2:16][CH2:15][O:14][C:13]4([CH3:20])[CH3:21])=[N:39][N:38]=2)=[CH:33][CH:34]=1. (7) Given the reactants [F:1][C:2]1[CH:3]=[C:4]([N:9]2[CH2:13][C@H:12]([CH2:14][N:15]3[CH:19]=[C:18]([CH2:20]Br)[N:17]=[N:16]3)[O:11][C:10]2=[O:22])[CH:5]=[CH:6][C:7]=1[I:8].[F-].[K+].[F:25][B-](F)(F)F.C([N+]1C=CN(C)C=1)CCC, predict the reaction product. The product is: [F:1][C:2]1[CH:3]=[C:4]([N:9]2[CH2:13][C@H:12]([CH2:14][N:15]3[CH:19]=[C:18]([CH2:20][F:25])[N:17]=[N:16]3)[O:11][C:10]2=[O:22])[CH:5]=[CH:6][C:7]=1[I:8]. (8) Given the reactants [C:1]([O:4][CH2:5][C:6]1[CH:11]=[CH:10][CH:9]=[C:8]([N+:12]([O-:14])=[O:13])[C:7]=1Br)(=[O:3])[CH3:2].C([O-])(=O)C.[K+].[B:21]1([B:21]2[O:25][C:24]([CH3:27])([CH3:26])[C:23]([CH3:29])([CH3:28])[O:22]2)[O:25][C:24]([CH3:27])([CH3:26])[C:23]([CH3:29])([CH3:28])[O:22]1, predict the reaction product. The product is: [C:1]([O:4][CH2:5][C:6]1[CH:11]=[CH:10][CH:9]=[C:8]([N+:12]([O-:14])=[O:13])[C:7]=1[B:21]1[O:25][C:24]([CH3:27])([CH3:26])[C:23]([CH3:29])([CH3:28])[O:22]1)(=[O:3])[CH3:2]. (9) The product is: [C:19]([O:18][C:16]([NH:15][CH2:14][CH2:13][CH2:12][N:11]1[C:10]2[CH:9]=[CH:8][C:4]([C:5]([OH:7])=[O:6])=[CH:3][C:2]=2[N:1]=[CH:23]1)=[O:17])([CH3:22])([CH3:21])[CH3:20]. Given the reactants [NH2:1][C:2]1[CH:3]=[C:4]([CH:8]=[CH:9][C:10]=1[NH:11][CH2:12][CH2:13][CH2:14][NH:15][C:16]([O:18][C:19]([CH3:22])([CH3:21])[CH3:20])=[O:17])[C:5]([OH:7])=[O:6].[CH3:23]OC(OC)OC, predict the reaction product. (10) Given the reactants C(NC1CCNCC1)(C)C.[CH:11]([N:14]([CH:17]([CH3:19])[CH3:18])[CH2:15][CH3:16])([CH3:13])[CH3:12].[CH2:20]([Br:22])[CH3:21].[CH3:23][CH2:24][N:25]([CH:29](C)C)[CH:26](C)C.Br, predict the reaction product. The product is: [Br-:22].[CH2:15]([N:14]([CH:17]([CH3:19])[CH3:18])[CH:11]1[CH2:13][CH2:29][N+:25]([CH2:20][CH3:21])([CH2:24][CH3:23])[CH2:26][CH2:12]1)[CH3:16].